Regression. Given two drug SMILES strings and cell line genomic features, predict the synergy score measuring deviation from expected non-interaction effect. From a dataset of Merck oncology drug combination screen with 23,052 pairs across 39 cell lines. (1) Drug 1: O=S1(=O)NC2(CN1CC(F)(F)F)C1CCC2Cc2cc(C=CCN3CCC(C(F)(F)F)CC3)ccc2C1. Drug 2: CC1(c2nc3c(C(N)=O)cccc3[nH]2)CCCN1. Cell line: UWB1289BRCA1. Synergy scores: synergy=2.97. (2) Drug 1: N.N.O=C(O)C1(C(=O)O)CCC1.[Pt]. Drug 2: NC1(c2ccc(-c3nc4ccn5c(=O)[nH]nc5c4cc3-c3ccccc3)cc2)CCC1. Cell line: A375. Synergy scores: synergy=20.2. (3) Drug 1: Cc1nc(Nc2ncc(C(=O)Nc3c(C)cccc3Cl)s2)cc(N2CCN(CCO)CC2)n1. Drug 2: Cn1cc(-c2cnn3c(N)c(Br)c(C4CCCNC4)nc23)cn1. Cell line: UWB1289. Synergy scores: synergy=-9.54. (4) Drug 1: C=CCn1c(=O)c2cnc(Nc3ccc(N4CCN(C)CC4)cc3)nc2n1-c1cccc(C(C)(C)O)n1. Drug 2: C#Cc1cccc(Nc2ncnc3cc(OCCOC)c(OCCOC)cc23)c1. Cell line: VCAP. Synergy scores: synergy=7.51. (5) Drug 1: O=C(CCCCCCC(=O)Nc1ccccc1)NO. Drug 2: CCN(CC)CCNC(=O)c1c(C)[nH]c(C=C2C(=O)Nc3ccc(F)cc32)c1C. Cell line: VCAP. Synergy scores: synergy=4.68. (6) Drug 2: Cn1c(=O)n(-c2ccc(C(C)(C)C#N)cc2)c2c3cc(-c4cnc5ccccc5c4)ccc3ncc21. Cell line: SKMES1. Drug 1: CC(=O)OC1C(=O)C2(C)C(O)CC3OCC3(OC(C)=O)C2C(OC(=O)c2ccccc2)C2(O)CC(OC(=O)C(O)C(NC(=O)c3ccccc3)c3ccccc3)C(C)=C1C2(C)C. Synergy scores: synergy=27.9.